From a dataset of TCR-epitope binding with 47,182 pairs between 192 epitopes and 23,139 TCRs. Binary Classification. Given a T-cell receptor sequence (or CDR3 region) and an epitope sequence, predict whether binding occurs between them. (1) The epitope is GVAMPNLYK. The TCR CDR3 sequence is CASSQDPRTGVETQYF. Result: 0 (the TCR does not bind to the epitope). (2) The epitope is KLWAQCVQL. The TCR CDR3 sequence is CASSLEGQGAIAVNTGELFF. Result: 1 (the TCR binds to the epitope). (3) The epitope is TSDLATNNLVVMAY. The TCR CDR3 sequence is CASSQGTGRVDTEAFF. Result: 0 (the TCR does not bind to the epitope). (4) The epitope is TFYLTNDVSFL. The TCR CDR3 sequence is CASSATGQYEQYF. Result: 1 (the TCR binds to the epitope). (5) The epitope is TLVPQEHYV. The TCR CDR3 sequence is CSATTGVEAFF. Result: 1 (the TCR binds to the epitope). (6) The epitope is ELAGIGILTV. The TCR CDR3 sequence is CASSLGYEQYF. Result: 1 (the TCR binds to the epitope). (7) The epitope is FVDGVPFVV. The TCR CDR3 sequence is CASRQGATRSYEQYF. Result: 1 (the TCR binds to the epitope). (8) The epitope is NLVPMVATV. The TCR CDR3 sequence is CASSLVASGQETQYF. Result: 1 (the TCR binds to the epitope). (9) The epitope is SSTFNVPMEKLK. The TCR CDR3 sequence is CASSLGTSHYNEQFF. Result: 1 (the TCR binds to the epitope). (10) The epitope is QECVRGTTVL. The TCR CDR3 sequence is CASSDMAGNQPQHF. Result: 0 (the TCR does not bind to the epitope).